This data is from NCI-60 drug combinations with 297,098 pairs across 59 cell lines. The task is: Regression. Given two drug SMILES strings and cell line genomic features, predict the synergy score measuring deviation from expected non-interaction effect. (1) Drug 1: CN(C(=O)NC(C=O)C(C(C(CO)O)O)O)N=O. Drug 2: CC(C)NC(=O)C1=CC=C(C=C1)CNNC.Cl. Cell line: NCI-H522. Synergy scores: CSS=-0.675, Synergy_ZIP=-1.25, Synergy_Bliss=-1.31, Synergy_Loewe=-2.94, Synergy_HSA=-1.97. (2) Drug 1: C1=CC(=CC=C1CC(C(=O)O)N)N(CCCl)CCCl.Cl. Drug 2: C1C(C(OC1N2C=NC(=NC2=O)N)CO)O. Cell line: SK-MEL-5. Synergy scores: CSS=8.27, Synergy_ZIP=-2.96, Synergy_Bliss=1.98, Synergy_Loewe=-7.22, Synergy_HSA=-3.83.